From a dataset of Full USPTO retrosynthesis dataset with 1.9M reactions from patents (1976-2016). Predict the reactants needed to synthesize the given product. (1) Given the product [CH:1]([C:4]1[CH:9]=[CH:8][CH:7]=[C:6]([CH:10]([CH3:11])[CH3:12])[C:5]=1[N:13]=[C:14]([C:16]1[CH:21]=[CH:20][CH:19]=[C:18]([C:22](=[N:24][C:25]2[C:26]([CH:34]([CH3:36])[CH3:35])=[CH:27][CH:28]=[CH:29][C:30]=2[CH:31]([CH3:33])[CH3:32])[CH3:23])[N:17]=1)[CH3:15])([CH3:3])[CH3:2].[Cl-:37].[Cr+2:38].[Cl-:37], predict the reactants needed to synthesize it. The reactants are: [CH:1]([C:4]1[CH:9]=[CH:8][CH:7]=[C:6]([CH:10]([CH3:12])[CH3:11])[C:5]=1[N:13]=[C:14]([C:16]1[CH:21]=[CH:20][CH:19]=[C:18]([C:22](=[N:24][C:25]2[C:30]([CH:31]([CH3:33])[CH3:32])=[CH:29][CH:28]=[CH:27][C:26]=2[CH:34]([CH3:36])[CH3:35])[CH3:23])[N:17]=1)[CH3:15])([CH3:3])[CH3:2].[Cl-:37].[Cr+2:38].[Cl-]. (2) Given the product [Cl:1][C:2]1[C:7]([Cl:8])=[C:6]([S:9](=[O:18])(=[O:17])[NH:10][C@@H:11]([CH3:16])[C:12]([F:13])([F:15])[F:14])[CH:5]=[CH:4][C:3]=1[C:19]1[S:23][C:22]([C:24]([O:26][CH2:27][CH3:28])=[O:25])=[N:21][C:20]=1[C:29]([OH:44])=[O:30], predict the reactants needed to synthesize it. The reactants are: [Cl:1][C:2]1[C:7]([Cl:8])=[C:6]([S:9](=[O:18])(=[O:17])[NH:10][C@@H:11]([CH3:16])[C:12]([F:15])([F:14])[F:13])[CH:5]=[CH:4][C:3]=1[C:19]1[S:23][C:22]([C:24]([O:26][CH2:27][CH3:28])=[O:25])=[N:21][C:20]=1[CH2:29][OH:30].CC1(C)N([O])C(C)(C)CCC1.C(O)(=[O:44])C.C(O)(=O)C.IC1C=CC=CC=1.C(#N)C. (3) Given the product [N+:23]([C:20]1[CH:21]=[CH:22][C:17]([NH:1][C@H:2]2[CH2:6][CH2:5][N:4]([C:7]([O:9][C:10]([CH3:13])([CH3:12])[CH3:11])=[O:8])[CH2:3]2)=[CH:18][C:19]=1[C:26]([F:27])([F:28])[F:29])([O-:25])=[O:24], predict the reactants needed to synthesize it. The reactants are: [NH2:1][C@H:2]1[CH2:6][CH2:5][N:4]([C:7]([O:9][C:10]([CH3:13])([CH3:12])[CH3:11])=[O:8])[CH2:3]1.[H-].[Na+].F[C:17]1[CH:22]=[CH:21][C:20]([N+:23]([O-:25])=[O:24])=[C:19]([C:26]([F:29])([F:28])[F:27])[CH:18]=1.